This data is from Full USPTO retrosynthesis dataset with 1.9M reactions from patents (1976-2016). The task is: Predict the reactants needed to synthesize the given product. (1) Given the product [C:1]([C:5]1[CH:6]=[C:7]2[C:12](=[CH:13][CH:14]=1)[C:11](=[O:15])[N:10]([C:17]1[CH:24]=[CH:23][CH:22]=[C:21]([Cl:25])[C:18]=1[CH:19]=[O:20])[CH2:9][CH2:8]2)([CH3:4])([CH3:2])[CH3:3], predict the reactants needed to synthesize it. The reactants are: [C:1]([C:5]1[CH:6]=[C:7]2[C:12](=[CH:13][CH:14]=1)[C:11](=[O:15])[NH:10][CH2:9][CH2:8]2)([CH3:4])([CH3:3])[CH3:2].Br[C:17]1[CH:24]=[CH:23][CH:22]=[C:21]([Cl:25])[C:18]=1[CH:19]=[O:20].C([O-])([O-])=O.[K+].[K+]. (2) Given the product [F:24][C:16]([F:25])([C:2]1[CH:14]=[CH:13][C:5]2[S:6][C:7]([C:9]([O:11][CH3:12])=[O:10])=[CH:8][C:4]=2[CH:3]=1)[CH2:17][C:18]([F:21])([F:20])[F:19], predict the reactants needed to synthesize it. The reactants are: I[C:2]1[CH:14]=[CH:13][C:5]2[S:6][C:7]([C:9]([O:11][CH3:12])=[O:10])=[CH:8][C:4]=2[CH:3]=1.I[C:16]([F:25])([F:24])[C:17](F)(F)[C:18]([F:21])([F:20])[F:19].CN(C)C=O.N. (3) Given the product [CH2:1]([O:3][C:4](=[O:11])[CH:5]([CH2:19][CH:18]=[CH2:17])[C:6]([O:8][CH2:9][CH3:10])=[O:7])[CH3:2], predict the reactants needed to synthesize it. The reactants are: [CH2:1]([O:3][C:4](=[O:11])[CH2:5][C:6]([O:8][CH2:9][CH3:10])=[O:7])[CH3:2].[O-]CC.[Na+].Br[CH2:17][CH:18]=[CH2:19]. (4) Given the product [C:49]([O:48][C:47]([NH:46][C@H:31]([CH2:32][C:33](=[O:34])[NH:35][CH2:36][CH2:37][NH:38][C:39](=[O:40])[O:41][C:42]([CH3:45])([CH3:44])[CH3:43])[CH2:30][CH2:29][CH2:28][NH:27][C:24](=[O:26])[C@@H:12]([NH:11][C:9](=[O:10])[O:8][CH2:1][C:2]1[CH:3]=[CH:4][CH:5]=[CH:6][CH:7]=1)[CH2:13][CH2:14][CH2:15][NH:16][C:17]([O:19][C:20]([CH3:21])([CH3:22])[CH3:23])=[O:18])=[O:53])([CH3:52])([CH3:50])[CH3:51], predict the reactants needed to synthesize it. The reactants are: [CH2:1]([O:8][C:9]([NH:11][C@H:12]([C:24]([OH:26])=O)[CH2:13][CH2:14][CH2:15][NH:16][C:17]([O:19][C:20]([CH3:23])([CH3:22])[CH3:21])=[O:18])=[O:10])[C:2]1[CH:7]=[CH:6][CH:5]=[CH:4][CH:3]=1.[NH2:27][CH2:28][CH2:29][CH2:30][C@H:31]([NH:46][C:47](=[O:53])[O:48][C:49]([CH3:52])([CH3:51])[CH3:50])[CH2:32][C:33]([NH:35][CH2:36][CH2:37][NH:38][C:39]([O:41][C:42]([CH3:45])([CH3:44])[CH3:43])=[O:40])=[O:34].C(Cl)CCl.C1C=CC2N(O)N=NC=2C=1. (5) Given the product [CH:1]1([CH2:6][CH:7]([C:16]2[CH:21]=[CH:20][C:19]([S:22]([CH2:25][CH2:36][C:37]3[CH:42]=[CH:41][CH:40]=[CH:39][CH:38]=3)(=[O:24])=[O:23])=[CH:18][CH:17]=2)[C:8]([NH:10][C:11]2[S:12][CH:13]=[CH:14][N:15]=2)=[O:9])[CH2:5][CH2:4][CH2:3][CH2:2]1, predict the reactants needed to synthesize it. The reactants are: [CH:1]1([CH2:6][CH:7]([C:16]2[CH:21]=[CH:20][C:19]([S:22]([CH3:25])(=[O:24])=[O:23])=[CH:18][CH:17]=2)[C:8]([NH:10][C:11]2[S:12][CH:13]=[CH:14][N:15]=2)=[O:9])[CH2:5][CH2:4][CH2:3][CH2:2]1.[Li+].C[Si]([N-][Si](C)(C)C)(C)C.[CH2:36](Br)[C:37]1[CH:42]=[CH:41][CH:40]=[CH:39][CH:38]=1. (6) Given the product [CH3:11][N:8]1[C:7]([CH2:12][N:13]2[CH2:14][CH2:15][C:16]3([O:20][CH2:19][CH2:18][CH2:17]3)[CH2:21][CH2:22]2)=[N:6][C:5]2[C:9]1=[N:10][C:2]([N:31]1[C:32]3[CH:38]=[CH:37][CH:36]=[CH:35][C:33]=3[N:34]=[C:30]1[CH3:29])=[N:3][C:4]=2[N:23]1[CH2:24][CH2:25][O:26][CH2:27][CH2:28]1, predict the reactants needed to synthesize it. The reactants are: Cl[C:2]1[N:10]=[C:9]2[C:5]([N:6]=[C:7]([CH2:12][N:13]3[CH2:22][CH2:21][C:16]4([O:20][CH2:19][CH2:18][CH2:17]4)[CH2:15][CH2:14]3)[N:8]2[CH3:11])=[C:4]([N:23]2[CH2:28][CH2:27][O:26][CH2:25][CH2:24]2)[N:3]=1.[CH3:29][C:30]1[NH:31][C:32]2[CH:38]=[CH:37][CH:36]=[CH:35][C:33]=2[N:34]=1. (7) Given the product [Cl:19][C:7]1[C:8]([NH:10][C:11]2[CH:15]=[C:14]([CH:16]3[CH2:18][CH2:17]3)[NH:13][N:12]=2)=[N:9][C:2]([NH:38][C@H:36]([C:33]2[CH:32]=[CH:31][C:30]([F:29])=[CH:35][N:34]=2)[CH3:37])=[C:3]([CH:6]=1)[C:4]#[N:5], predict the reactants needed to synthesize it. The reactants are: Cl[C:2]1[N:9]=[C:8]([NH:10][C:11]2[CH:15]=[C:14]([CH:16]3[CH2:18][CH2:17]3)[NH:13][N:12]=2)[C:7]([Cl:19])=[CH:6][C:3]=1[C:4]#[N:5].CCN(C(C)C)C(C)C.[F:29][C:30]1[CH:31]=[CH:32][C:33]([C@@H:36]([NH2:38])[CH3:37])=[N:34][CH:35]=1. (8) Given the product [I:15][C:16]1[CH:17]=[C:18]([NH:19][N:9]=[C:10]2[C:11]([NH2:12])=[N:30][N:29]=[C:13]2[NH2:14])[CH:20]=[CH:21][CH:22]=1, predict the reactants needed to synthesize it. The reactants are: IC1C=C(N[N:9]=[C:10]([C:13]#[N:14])[C:11]#[N:12])C=CC=1.[I:15][C:16]1[CH:17]=[C:18]([CH:20]=[CH:21][CH:22]=1)[NH2:19].C(#N)CC#N.O.[NH2:29][NH2:30].